From a dataset of hERG Central: cardiac toxicity at 1µM, 10µM, and general inhibition. Predict hERG channel inhibition at various concentrations. (1) The compound is CCN(CC)c1ccc(CN2CCC(C(=O)NCc3ccc(C)cc3)CC2)cc1.O=C(O)C(=O)O. Results: hERG_inhib (hERG inhibition (general)): blocker. (2) The molecule is COc1cccc(-c2cn(C[C@H]3CC[C@@H]([C@@H]4CC[C@H](Cn5cc(-c6cccc(OC)c6)nn5)O4)O3)nn2)c1. Results: hERG_inhib (hERG inhibition (general)): blocker.